From a dataset of Forward reaction prediction with 1.9M reactions from USPTO patents (1976-2016). Predict the product of the given reaction. (1) Given the reactants [C:1]([O:5][C:6](=[O:19])[NH:7][C:8]1([C:12]2[CH:17]=[CH:16][C:15](Br)=[CH:14][CH:13]=2)[CH2:11][CH2:10][CH2:9]1)([CH3:4])([CH3:3])[CH3:2].[B:20]1([B:20]2[O:24][C:23]([CH3:26])([CH3:25])[C:22]([CH3:28])([CH3:27])[O:21]2)[O:24][C:23]([CH3:26])([CH3:25])[C:22]([CH3:28])([CH3:27])[O:21]1.C([O-])(=O)C.[K+].C1COCC1, predict the reaction product. The product is: [CH3:27][C:22]1([CH3:28])[C:23]([CH3:26])([CH3:25])[O:24][B:20]([C:15]2[CH:16]=[CH:17][C:12]([C:8]3([NH:7][C:6](=[O:19])[O:5][C:1]([CH3:4])([CH3:3])[CH3:2])[CH2:11][CH2:10][CH2:9]3)=[CH:13][CH:14]=2)[O:21]1. (2) Given the reactants Cl.[Cl:2][C:3]1[CH:16]=[CH:15][C:14]2[S:13][C:12]3[C:7](=[CH:8][CH:9]=[CH:10][CH:11]=3)[N:6]([CH2:17][CH2:18][NH2:19])[C:5]=2[CH:4]=1.CCN(CC)CC.[F:27][C:28]([F:40])([F:39])[C:29]1[CH:34]=[CH:33][C:32]([S:35](Cl)(=[O:37])=[O:36])=[CH:31][CH:30]=1, predict the reaction product. The product is: [F:40][C:28]([F:27])([F:39])[C:29]1[CH:30]=[CH:31][C:32]([S:35]([NH:19][CH2:18][CH2:17][N:6]2[C:5]3[CH:4]=[C:3]([Cl:2])[CH:16]=[CH:15][C:14]=3[S:13][C:12]3[C:7]2=[CH:8][CH:9]=[CH:10][CH:11]=3)(=[O:37])=[O:36])=[CH:33][CH:34]=1.